This data is from Reaction yield outcomes from USPTO patents with 853,638 reactions. The task is: Predict the reaction yield, written as a fraction of the theoretical maximum amount of product (1.0 means a 100% yield; for example, 0.34 means a 34% yield). (1) The reactants are [N:1]([CH:4]1[CH:9]=[C:8]([C:10]2[CH:15]=[CH:14][N:13]=[CH:12][C:11]=2[N+:16]([O-:18])=[O:17])[CH2:7][CH:6]([CH3:19])[CH:5]1[OH:20])=[N+]=[N-].CP(C)C.CCO.[CH3:28][C:29]([O:32][C:33](O[C:33]([O:32][C:29]([CH3:31])([CH3:30])[CH3:28])=[O:34])=[O:34])([CH3:31])[CH3:30]. The catalyst is N1C=CC=CC=1.[OH-].[NH4+].C(OCC)(=O)C.O. The product is [OH:20][CH:5]1[CH:4]([NH:1][C:33](=[O:34])[O:32][C:29]([CH3:31])([CH3:30])[CH3:28])[CH:9]=[C:8]([C:10]2[CH:15]=[CH:14][N:13]=[CH:12][C:11]=2[N+:16]([O-:18])=[O:17])[CH2:7][CH:6]1[CH3:19]. The yield is 0.590. (2) The yield is 0.590. The product is [Br:20][C:17]1[CH:18]=[CH:19][C:14]([C:12]2[NH:3][C:37]([C@@H:38]3[CH2:30][C@H:31]([CH3:33])[CH2:32][N:28]3[C:26]([O:25][C:21]([CH3:24])([CH3:23])[CH3:22])=[O:27])=[N:39][CH:11]=2)=[CH:15][CH:16]=1. No catalyst specified. The reactants are CC[N:3](C(C)C)C(C)C.Br[CH2:11][C:12]([C:14]1[CH:19]=[CH:18][C:17]([Br:20])=[CH:16][CH:15]=1)=O.[C:21]([O:25][C:26]([N:28]1[CH2:32][C@@H:31]([CH3:33])[CH2:30][C@H]1C(O)=O)=[O:27])([CH3:24])([CH3:23])[CH3:22].[C:37](#[N:39])[CH3:38]. (3) The reactants are [OH:1][C:2]1[CH:7]=[CH:6][C:5]([CH:8]=[CH:9][C:10]([C:12]2[CH:17]=[CH:16][C:15]([OH:18])=[CH:14][CH:13]=2)=[O:11])=[CH:4][C:3]=1[O:19][CH3:20].O. The catalyst is O1CCCC1.[Pd]. The product is [OH:1][C:2]1[CH:7]=[CH:6][C:5]([CH2:8][CH2:9][C:10]([C:12]2[CH:17]=[CH:16][C:15]([OH:18])=[CH:14][CH:13]=2)=[O:11])=[CH:4][C:3]=1[O:19][CH3:20]. The yield is 0.890. (4) The reactants are [CH3:1][C:2]1[C:7]([C:8]2[CH:13]=[CH:12][CH:11]=[CH:10][C:9]=2[C:14]([F:17])([F:16])[F:15])=[N:6][N:5]2[C:18](C(O)=O)=[CH:19][N:20]=[C:4]2[CH:3]=1.C1(P([NH-:38])(C2C=CC=CC=2)=O)C=CC=CC=1.C(N(CC)CC)C.[OH-].[Na+]. The catalyst is CN(C=O)C.O. The product is [CH3:1][C:2]1[C:7]([C:8]2[CH:13]=[CH:12][CH:11]=[CH:10][C:9]=2[C:14]([F:17])([F:16])[F:15])=[N:6][N:5]2[C:18]([NH2:38])=[CH:19][N:20]=[C:4]2[CH:3]=1. The yield is 0.480. (5) The reactants are Br[C:2]1[CH:7]=[CH:6][N:5]=[C:4]([NH:8][C:9]([CH3:16])([CH2:11][C:12]([CH3:15])([CH3:14])[CH3:13])[CH3:10])[CH:3]=1.[N-:17]=[N+]=[N-].[Na+].CNCCNC. The catalyst is CS(C)=O.C(OCC)(=O)C.[Cl-].[NH4+].[Cu]I. The product is [CH3:10][C:9]([NH:8][C:4]1[CH:3]=[C:2]([NH2:17])[CH:7]=[CH:6][N:5]=1)([CH2:11][C:12]([CH3:15])([CH3:14])[CH3:13])[CH3:16]. The yield is 0.340. (6) The reactants are [CH:1]1([NH:4][C:5](=[O:23])[C:6]2[CH:11]=[CH:10][C:9]([CH3:12])=[C:8]([NH:13][C:14](=[O:22])[C:15]3[CH:20]=[CH:19][C:18]([OH:21])=[CH:17][CH:16]=3)[CH:7]=2)[CH2:3][CH2:2]1.C(=O)([O-])[O-].[K+].[K+].Cl.Cl[CH2:32][C:33]1[CH:38]=[CH:37][CH:36]=[CH:35][N:34]=1.C(OCC)(=O)C. The catalyst is CN(C=O)C. The product is [CH:1]1([NH:4][C:5](=[O:23])[C:6]2[CH:11]=[CH:10][C:9]([CH3:12])=[C:8]([NH:13][C:14](=[O:22])[C:15]3[CH:16]=[CH:17][C:18]([O:21][CH2:32][C:33]4[CH:38]=[CH:37][CH:36]=[CH:35][N:34]=4)=[CH:19][CH:20]=3)[CH:7]=2)[CH2:2][CH2:3]1. The yield is 0.600. (7) The reactants are [Br:1][C:2]1[C:10]2[CH:9]=[N:8][C:7](Cl)=[N:6][C:5]=2[N:4]([CH2:12][C@@H:13]2[CH2:18][CH2:17][CH2:16][N:15]([C:19]([O:21][C:22]([CH3:25])([CH3:24])[CH3:23])=[O:20])[CH2:14]2)[C:3]=1[C:26]1[C:31]([Cl:32])=[CH:30][CH:29]=[CH:28][C:27]=1[Cl:33].[F:34][C:35]1[CH:36]=[C:37]([CH:40]=[CH:41][C:42]=1[F:43])[CH2:38][NH2:39]. The catalyst is CCOC(C)=O. The product is [Br:1][C:2]1[C:10]2[CH:9]=[N:8][C:7]([NH:39][CH2:38][C:37]3[CH:40]=[CH:41][C:42]([F:43])=[C:35]([F:34])[CH:36]=3)=[N:6][C:5]=2[N:4]([CH2:12][C@@H:13]2[CH2:18][CH2:17][CH2:16][N:15]([C:19]([O:21][C:22]([CH3:25])([CH3:24])[CH3:23])=[O:20])[CH2:14]2)[C:3]=1[C:26]1[C:31]([Cl:32])=[CH:30][CH:29]=[CH:28][C:27]=1[Cl:33]. The yield is 0.720. (8) The reactants are Cl.Cl.[N:3]1[CH:8]=[CH:7][C:6]([C:9]([NH2:12])([CH3:11])[CH3:10])=[CH:5][CH:4]=1.CN(C(ON1N=NC2C=CC=NC1=2)=[N+](C)C)C.F[P-](F)(F)(F)(F)F.CCN(C(C)C)C(C)C.[F:46][C:47]1[CH:52]=[CH:51][C:50]([C:53]2[O:54][C:55]3[CH:65]=[CH:64][C:63]([C:66]4[CH:67]=[C:68]([CH:72]=[CH:73][CH:74]=4)[C:69](O)=[O:70])=[CH:62][C:56]=3[C:57]=2[C:58](=[O:61])[NH:59][CH3:60])=[CH:49][CH:48]=1. The catalyst is CN(C=O)C. The product is [F:46][C:47]1[CH:52]=[CH:51][C:50]([C:53]2[O:54][C:55]3[CH:65]=[CH:64][C:63]([C:66]4[CH:74]=[CH:73][CH:72]=[C:68]([C:69](=[O:70])[NH:12][C:9]([C:6]5[CH:7]=[CH:8][N:3]=[CH:4][CH:5]=5)([CH3:11])[CH3:10])[CH:67]=4)=[CH:62][C:56]=3[C:57]=2[C:58]([NH:59][CH3:60])=[O:61])=[CH:49][CH:48]=1. The yield is 0.270.